This data is from Forward reaction prediction with 1.9M reactions from USPTO patents (1976-2016). The task is: Predict the product of the given reaction. (1) The product is: [CH3:20][S:21]([O:1][CH2:2][CH2:3][C:4]1([CH2:11][O:12][S:21]([CH3:20])(=[O:23])=[O:22])[CH2:9][CH2:8][CH2:7][NH:6][C:5]1=[O:10])(=[O:23])=[O:22]. Given the reactants [OH:1][CH2:2][CH2:3][C:4]1([CH2:11][OH:12])[CH2:9][CH2:8][CH2:7][NH:6][C:5]1=[O:10].C(N(CC)CC)C.[CH3:20][S:21](Cl)(=[O:23])=[O:22].C(=O)([O-])O.[Na+], predict the reaction product. (2) Given the reactants [CH3:1][O:2][C:3]1[CH:35]=[CH:34][C:6]([CH2:7][O:8][C:9]2[CH:10]=[C:11]([C:16]3[N:21]=[C:20]([C:22]([O:24][CH3:25])=[O:23])[CH:19]=[CH:18][C:17]=3OS(C(F)(F)F)(=O)=O)[CH:12]=[CH:13][C:14]=2[Cl:15])=[CH:5][CH:4]=1.[CH3:36][C:37]1[CH:42]=[CH:41][CH:40]=[CH:39][C:38]=1B(O)O.[O-]P([O-])([O-])=O.[K+].[K+].[K+].CCOCC.CCOC(C)=O.O, predict the reaction product. The product is: [CH3:1][O:2][C:3]1[CH:4]=[CH:5][C:6]([CH2:7][O:8][C:9]2[CH:10]=[C:11]([C:16]3[N:21]=[C:20]([C:22]([O:24][CH3:25])=[O:23])[CH:19]=[CH:18][C:17]=3[C:38]3[CH:39]=[CH:40][CH:41]=[CH:42][C:37]=3[CH3:36])[CH:12]=[CH:13][C:14]=2[Cl:15])=[CH:34][CH:35]=1. (3) Given the reactants C([N-]C(C)C)(C)C.[Li+].[Br:9][C:10]1[CH:11]=[N:12][CH:13]=[C:14]([Br:16])[CH:15]=1.[CH:17](OCC)=[O:18], predict the reaction product. The product is: [Br:16][C:14]1[CH:13]=[N:12][CH:11]=[C:10]([Br:9])[C:15]=1[CH:17]=[O:18]. (4) Given the reactants [C:1]([O:5][C:6](=[O:24])[N:7]([C:9]([C:16]1[CH:21]=[CH:20][C:19]([Cl:22])=[C:18]([Cl:23])[CH:17]=1)([CH2:13][NH:14][CH3:15])[CH2:10][CH:11]=[CH2:12])[CH3:8])([CH3:4])([CH3:3])[CH3:2].[F:25][C:26]([F:32])([F:31])[CH2:27][C:28](O)=[O:29].F[P-](F)(F)(F)(F)F.N1(OC(N(C)C)=[N+](C)C)C2C=CC=CC=2N=N1.O.ON1C2C=CC=CC=2N=N1.C(N(CC)C(C)C)(C)C, predict the reaction product. The product is: [C:1]([O:5][C:6](=[O:24])[N:7]([C:9]([C:16]1[CH:21]=[CH:20][C:19]([Cl:22])=[C:18]([Cl:23])[CH:17]=1)([CH2:13][N:14]([CH3:15])[C:28](=[O:29])[CH2:27][C:26]([F:32])([F:31])[F:25])[CH2:10][CH:11]=[CH2:12])[CH3:8])([CH3:2])([CH3:3])[CH3:4].